Dataset: Forward reaction prediction with 1.9M reactions from USPTO patents (1976-2016). Task: Predict the product of the given reaction. (1) Given the reactants [OH2:1].NN.[CH2:4]([S:6]([C:9]1[CH:16]=[CH:15][CH:14]=[C:13]([N+:17]([O-])=O)[C:10]=1[C:11]#[N:12])(=[O:8])=[O:7])[CH3:5], predict the reaction product. The product is: [NH2:17][C:13]1[CH:14]=[CH:15][CH:16]=[C:9]([S:6]([CH2:4][CH3:5])(=[O:8])=[O:7])[C:10]=1[C:11]([NH2:12])=[O:1]. (2) The product is: [CH2:1]([O:8][C:9](=[O:16])[NH:10][CH:11]1[CH2:14][CH2:13][CH:12]1[N:17]1[CH2:21][CH2:20][CH2:19][CH2:18]1)[C:2]1[CH:7]=[CH:6][CH:5]=[CH:4][CH:3]=1. Given the reactants [CH2:1]([O:8][C:9](=[O:16])[NH:10][CH:11]1[CH2:14][CH2:13][C:12]1=O)[C:2]1[CH:7]=[CH:6][CH:5]=[CH:4][CH:3]=1.[NH:17]1[CH2:21][CH2:20][CH2:19][CH2:18]1, predict the reaction product. (3) Given the reactants [C:1]([C:3]1[CH:8]=[CH:7][C:6]([C@@H:9]2[O:14][CH2:13][C@H:12]3[CH2:15][N:16]([C:19]([O:21][C:22]([CH3:25])([CH3:24])[CH3:23])=[O:20])[CH2:17][CH2:18][N:11]3[CH2:10]2)=[CH:5][C:4]=1[O:26][CH3:27])#[N:2].[F:28]C1C=C(C2CO2)C=C(OC)C=1C#N.OC[C@@H]1NCCN(C(OC(C)(C)C)=O)C1, predict the reaction product. The product is: [C:1]([C:3]1[C:4]([O:26][CH3:27])=[CH:5][C:6]([C@@H:9]2[O:14][CH2:13][C@H:12]3[CH2:15][N:16]([C:19]([O:21][C:22]([CH3:23])([CH3:24])[CH3:25])=[O:20])[CH2:17][CH2:18][N:11]3[CH2:10]2)=[CH:7][C:8]=1[F:28])#[N:2]. (4) Given the reactants [CH:1]1([CH2:4][CH2:5][NH2:6])[CH2:3][CH2:2]1.C([O:9][C:10]([C:12]1[S:13][C:14]([N:17]2[CH2:22][CH2:21][N:20]([C:23](=[O:34])[C:24]3[CH:29]=[CH:28][CH:27]=[CH:26][C:25]=3[C:30]([F:33])([F:32])[F:31])[CH2:19][CH2:18]2)=[N:15][N:16]=1)=O)C, predict the reaction product. The product is: [CH:1]1([CH2:4][CH2:5][NH:6][C:10]([C:12]2[S:13][C:14]([N:17]3[CH2:18][CH2:19][N:20]([C:23](=[O:34])[C:24]4[CH:29]=[CH:28][CH:27]=[CH:26][C:25]=4[C:30]([F:33])([F:32])[F:31])[CH2:21][CH2:22]3)=[N:15][N:16]=2)=[O:9])[CH2:3][CH2:2]1. (5) Given the reactants [CH3:1][N:2]([CH3:18])[C:3]1[CH:8]=[CH:7][C:6]([C:9]2[C:14]([NH2:15])=[CH:13][CH:12]=[C:11]([O:16][CH3:17])[N:10]=2)=[CH:5][CH:4]=1.CCN=C=NCCCN(C)C.C1C=CC2N(O)N=NC=2C=1.[CH3:40][O:41][C:42]1[CH:47]=[CH:46][C:45]([NH:48][CH2:49][C:50](O)=[O:51])=[CH:44][CH:43]=1.C(=O)(O)[O-].[Na+], predict the reaction product. The product is: [CH3:40][O:41][C:42]1[CH:47]=[CH:46][C:45]([NH:48][CH2:49][C:50]([NH:15][C:14]2[C:9]([C:6]3[CH:7]=[CH:8][C:3]([N:2]([CH3:18])[CH3:1])=[CH:4][CH:5]=3)=[N:10][C:11]([O:16][CH3:17])=[CH:12][CH:13]=2)=[O:51])=[CH:44][CH:43]=1.